Dataset: Full USPTO retrosynthesis dataset with 1.9M reactions from patents (1976-2016). Task: Predict the reactants needed to synthesize the given product. (1) The reactants are: [F:1][C:2]([F:15])([F:14])[C:3]1[CH:8]=[CH:7][C:6](/[CH:9]=[CH:10]/[C:11]([NH2:13])=[O:12])=[CH:5][CH:4]=1.[Cl:16][CH2:17][C:18]([CH2:20]Cl)=[O:19].O. Given the product [C:18]([O:12][CH3:11])(=[O:19])[CH3:20].[Cl:16][CH2:17][C:18]1[N:13]=[C:11](/[CH:10]=[CH:9]/[C:6]2[CH:5]=[CH:4][C:3]([C:2]([F:14])([F:15])[F:1])=[CH:8][CH:7]=2)[O:12][CH:20]=1, predict the reactants needed to synthesize it. (2) Given the product [CH3:12][O:13][C:14]1[CH:15]=[C:16]([C:17]2[N:9]([C:6]3[CH:5]=[CH:4][C:3]([C:2]([F:1])([F:10])[F:11])=[CH:8][N:7]=3)[CH:29]=[N:27][CH:28]=2)[CH:19]=[C:20]([N+:24]([O-:26])=[O:25])[C:21]=1[O:22][CH3:23], predict the reactants needed to synthesize it. The reactants are: [F:1][C:2]([F:11])([F:10])[C:3]1[CH:4]=[CH:5][C:6]([NH2:9])=[N:7][CH:8]=1.[CH3:12][O:13][C:14]1[CH:15]=[C:16]([CH:19]=[C:20]([N+:24]([O-:26])=[O:25])[C:21]=1[O:22][CH3:23])[CH:17]=O.[N+:27]([CH2:29]S(C1C=CC(C)=CC=1)(=O)=O)#[C-:28].C(=O)([O-])[O-].[K+].[K+].